From a dataset of Forward reaction prediction with 1.9M reactions from USPTO patents (1976-2016). Predict the product of the given reaction. (1) The product is: [ClH:21].[NH2:7][C@H:8]1[CH2:14][S:13][C:12]2[CH:15]=[CH:16][CH:17]=[CH:18][C:11]=2[NH:10][C:9]1=[O:19]. Given the reactants C(OC(=O)[NH:7][C@H:8]1[CH2:14][S:13][C:12]2[CH:15]=[CH:16][CH:17]=[CH:18][C:11]=2[NH:10][C:9]1=[O:19])(C)(C)C.[ClH:21], predict the reaction product. (2) The product is: [F:30][C:28]1[CH:27]=[C:26]([N:31]([CH3:54])[CH:32]([C:34]2[CH:35]=[C:36]([C:51]([N:57]([CH2:55][CH2:56][OH:8])[CH3:61])=[O:52])[CH:37]=[C:38]3[C:43]=2[O:42][C:41]([N:44]2[CH2:45][CH2:46][O:47][CH2:48][CH2:49]2)=[CH:40][C:39]3=[O:50])[CH3:33])[CH:25]=[C:24]([F:23])[CH:29]=1. Given the reactants CN(C([O:8]N1N=NC2C=CC=CC1=2)=[N+](C)C)C.[B-](F)(F)(F)F.[F:23][C:24]1[CH:25]=[C:26]([N:31]([CH3:54])[CH:32]([C:34]2[CH:35]=[C:36]([C:51](O)=[O:52])[CH:37]=[C:38]3[C:43]=2[O:42][C:41]([N:44]2[CH2:49][CH2:48][O:47][CH2:46][CH2:45]2)=[CH:40][C:39]3=[O:50])[CH3:33])[CH:27]=[C:28]([F:30])[CH:29]=1.[CH2:55]([N:57]([CH:61](C)C)C(C)C)[CH3:56].CNC(O)C, predict the reaction product. (3) Given the reactants [NH2:1][C:2]1[CH:3]=[C:4]([CH:8]=[C:9](Br)[CH:10]=1)[C:5]([OH:7])=[O:6].[Cl:12][C:13]1[CH:18]=[CH:17][C:16](B(O)O)=[CH:15][CH:14]=1.C(=O)([O-])[O-].[K+].[K+], predict the reaction product. The product is: [NH2:1][C:2]1[CH:3]=[C:4]([C:5]([OH:7])=[O:6])[CH:8]=[C:9]([C:16]2[CH:17]=[CH:18][C:13]([Cl:12])=[CH:14][CH:15]=2)[CH:10]=1. (4) Given the reactants Cl.[O:2]1[C:6]2[CH:7]=[CH:8][C:9]([N:11]([CH3:31])[C:12](=[O:30])[C@@H:13]([NH:22][C:23](=[O:29])OC(C)(C)C)[CH2:14][CH2:15][C:16]3[CH:21]=[CH:20][CH:19]=[CH:18][CH:17]=3)=[CH:10][C:5]=2[O:4][CH2:3]1.CCN(C(C)C)C(C)C.[CH3:41][C:42]1[CH:47]=[CH:46][CH:45]=[CH:44][C:43]=1[S:48]([N:51]=C=O)(=[O:50])=[O:49], predict the reaction product. The product is: [O:2]1[C:6]2[CH:7]=[CH:8][C:9]([N:11]([CH3:31])[C:12](=[O:30])[C@@H:13]([NH:22][C:23]([NH:51][S:48]([C:43]3[CH:44]=[CH:45][CH:46]=[CH:47][C:42]=3[CH3:41])(=[O:49])=[O:50])=[O:29])[CH2:14][CH2:15][C:16]3[CH:21]=[CH:20][CH:19]=[CH:18][CH:17]=3)=[CH:10][C:5]=2[O:4][CH2:3]1. (5) Given the reactants Br[CH2:2][CH2:3][CH2:4][CH2:5][N:6]1[C:14]([O:15]C)=[N:13][C:12]2[C:7]1=[N:8][C:9]([O:18][CH2:19][CH2:20][CH2:21][CH3:22])=[N:10][C:11]=2[NH2:17].[CH3:23][N:24]([CH3:31])[CH2:25][C:26]([CH3:30])([CH3:29])[CH2:27][NH2:28].C(=O)([O-])[O-].[K+].[K+].Br[CH2:39][C:40]1[CH:41]=[C:42]([CH2:46][C:47]([O:49][CH3:50])=[O:48])[CH:43]=[CH:44][CH:45]=1, predict the reaction product. The product is: [NH2:17][C:11]1[N:10]=[C:9]([O:18][CH2:19][CH2:20][CH2:21][CH3:22])[N:8]=[C:7]2[C:12]=1[NH:13][C:14](=[O:15])[N:6]2[CH2:5][CH2:4][CH2:3][CH2:2][N:28]([CH2:39][C:40]1[CH:41]=[C:42]([CH2:46][C:47]([O:49][CH3:50])=[O:48])[CH:43]=[CH:44][CH:45]=1)[CH2:27][C:26]([CH3:30])([CH3:29])[CH2:25][N:24]([CH3:31])[CH3:23]. (6) Given the reactants CC1C=CC(S(O[CH2:12][CH2:13][CH:14]2[CH2:17][O:16][CH2:15]2)(=O)=O)=CC=1.[C:18]([S-:20])#[N:19].[K+], predict the reaction product. The product is: [S:20]([CH2:12][CH2:13][CH:14]1[CH2:15][O:16][CH2:17]1)[C:18]#[N:19].